From a dataset of HIV replication inhibition screening data with 41,000+ compounds from the AIDS Antiviral Screen. Binary Classification. Given a drug SMILES string, predict its activity (active/inactive) in a high-throughput screening assay against a specified biological target. (1) The molecule is O=C1OC(C(O)CO)C(O)=C1Nc1ccc(S(=O)(=O)c2ncc(NC3=C(O)C(C(O)CO)OC3=O)s2)cc1. The result is 0 (inactive). (2) The molecule is CC(=O)Nc1ccc(S(=O)(=O)c2ccc(NC(=O)c3ccccc3SC(=O)CCCC[n+]3ccccc3)cc2)cc1.[Br-]. The result is 1 (active). (3) The drug is CN(c1ccccc1)C1C(=O)N(c2ccccc2)C1C=Cc1ccccc1. The result is 0 (inactive). (4) The molecule is O=C(O)CCSCCCN1C(=O)c2ccccc2C1=O. The result is 0 (inactive). (5) The drug is O=C1Nc2ccccc2C1=Cc1ccccn1. The result is 0 (inactive). (6) The drug is CC12CCC(C(S(=O)(=O)Nc3ccccc3)C1=O)C2(C)C. The result is 0 (inactive). (7) The compound is O=C1CC23CCCC2(C1)CC(=O)C3. The result is 0 (inactive). (8) The compound is NCC(O)c1cc(I)c(Oc2ccc(O)cc2)c(I)c1. The result is 0 (inactive). (9) The drug is COc1cc(C(C#N)NNC(=O)Cc2ccccc2)cc(OC)c1OC. The result is 0 (inactive).